Predict the reaction yield, written as a fraction of the theoretical maximum amount of product (1.0 means a 100% yield; for example, 0.34 means a 34% yield). From a dataset of Reaction yield outcomes from USPTO patents with 853,638 reactions. (1) The reactants are [Cl:1][C:2]1[CH:3]=[C:4](Br)[CH:5]=[CH:6][C:7]=1[F:8].[NH:10]1[C:18]2[C:13](=[CH:14][CH:15]=[CH:16][CH:17]=2)[C:12]2([CH:22](B(O)O)[CH2:21][CH2:20][CH2:19]2)[C:11]1=[O:26].C(=O)([O-])[O-].[Na+].[Na+].[OH-].[Na+]. The catalyst is COCCOC.O.C1C=CC([P]([Pd]([P](C2C=CC=CC=2)(C2C=CC=CC=2)C2C=CC=CC=2)([P](C2C=CC=CC=2)(C2C=CC=CC=2)C2C=CC=CC=2)[P](C2C=CC=CC=2)(C2C=CC=CC=2)C2C=CC=CC=2)(C2C=CC=CC=2)C2C=CC=CC=2)=CC=1. The product is [Cl:1][C:2]1[CH:3]=[C:4]([C:15]2[CH:14]=[C:13]3[C:18](=[CH:17][CH:16]=2)[NH:10][C:11](=[O:26])[C:12]23[CH2:22][CH2:21][CH2:20][CH2:19]2)[CH:5]=[CH:6][C:7]=1[F:8]. The yield is 0.660. (2) The reactants are [Br-].[F:2][C:3]1[CH:28]=[CH:27][C:6]([CH2:7][P+](C2C=CC=CC=2)(C2C=CC=CC=2)C2C=CC=CC=2)=[CH:5][C:4]=1[O:29][CH3:30].[CH2:31]=O. The catalyst is [OH-].[Na+]. The product is [F:2][C:3]1[CH:28]=[CH:27][C:6]([CH:7]=[CH2:31])=[CH:5][C:4]=1[O:29][CH3:30]. The yield is 0.590. (3) The reactants are C([O:3][C:4](=[O:20])[C:5]1[CH:10]=[CH:9][C:8]([O:11][C:12]2[CH:17]=[CH:16][C:15]([CH:18]=[O:19])=[CH:14][CH:13]=2)=[N:7][CH:6]=1)C.CO.[OH-].[Na+].Cl. The catalyst is C(OCC)(=O)C.C1COCC1. The product is [CH:18]([C:15]1[CH:16]=[CH:17][C:12]([O:11][C:8]2[CH:9]=[CH:10][C:5]([C:4]([OH:20])=[O:3])=[CH:6][N:7]=2)=[CH:13][CH:14]=1)=[O:19]. The yield is 0.850.